Predict the product of the given reaction. From a dataset of Forward reaction prediction with 1.9M reactions from USPTO patents (1976-2016). (1) Given the reactants [NH2:1][CH2:2][CH2:3][CH:4]([CH2:9][C@H:10]([NH:15][C:16]([O:18][C:19]([CH3:22])([CH3:21])[CH3:20])=[O:17])[C:11]([O:13][CH3:14])=[O:12])[C:5](OC)=[O:6].CCN(CC)CC.O, predict the reaction product. The product is: [C:19]([O:18][C:16]([NH:15][C@@H:10]([CH2:9][CH:4]1[CH2:3][CH2:2][NH:1][C:5]1=[O:6])[C:11]([O:13][CH3:14])=[O:12])=[O:17])([CH3:22])([CH3:21])[CH3:20]. (2) Given the reactants [NH2:1][C:2]1[N:11]=[C:10]([N:12]([C:14]2[CH:19]=[CH:18][C:17]([O:20][CH3:21])=[CH:16][CH:15]=2)[CH3:13])[C:9]2[C:4](=[CH:5][CH:6]=[CH:7][CH:8]=2)[N:3]=1.C(N(CC)CC)C.[C:29](Cl)(=[O:31])[CH3:30], predict the reaction product. The product is: [C:29]([NH:1][C:2]1[N:11]=[C:10]([N:12]([C:14]2[CH:15]=[CH:16][C:17]([O:20][CH3:21])=[CH:18][CH:19]=2)[CH3:13])[C:9]2[C:4](=[CH:5][CH:6]=[CH:7][CH:8]=2)[N:3]=1)(=[O:31])[CH3:30]. (3) Given the reactants [C:1]([O:5][C:6]([NH:8][CH:9]([C:29](=[O:33])[N:30]([CH3:32])[CH3:31])[CH2:10][C:11]1[CH:28]=[CH:27][C:14]([O:15][C:16]2[CH:21]=[CH:20][CH:19]=[CH:18][C:17]=2[CH2:22][CH2:23][C:24]([OH:26])=O)=[CH:13][CH:12]=1)=[O:7])([CH3:4])([CH3:3])[CH3:2].ON1C2C=CC=CC=2N=N1.Cl.CN(C)CCCN=C=NCC.C(N(CC)CC)C.Cl.[CH2:64]([O:71][NH2:72])[C:65]1[CH:70]=[CH:69][CH:68]=[CH:67][CH:66]=1, predict the reaction product. The product is: [C:1]([O:5][C:6](=[O:7])[NH:8][CH:9]([C:29](=[O:33])[N:30]([CH3:32])[CH3:31])[CH2:10][C:11]1[CH:12]=[CH:13][C:14]([O:15][C:16]2[CH:21]=[CH:20][CH:19]=[CH:18][C:17]=2[CH2:22][CH2:23][C:24](=[O:26])[NH:72][O:71][CH2:64][C:65]2[CH:70]=[CH:69][CH:68]=[CH:67][CH:66]=2)=[CH:27][CH:28]=1)([CH3:3])([CH3:4])[CH3:2]. (4) The product is: [CH3:1][O:2][C:3]1[CH:4]=[C:5]([CH2:11][CH2:12][O:13][C@@H:14]2[CH2:19][CH2:18][CH2:17][CH2:16][C@H:15]2[N:33]2[CH2:37][CH2:36][C@@H:35]([OH:38])[CH2:34]2)[CH:6]=[CH:7][C:8]=1[O:9][CH3:10]. Given the reactants [CH3:1][O:2][C:3]1[CH:4]=[C:5]([CH2:11][CH2:12][O:13][C@@H:14]2[CH2:19][CH2:18][CH2:17][CH2:16][C@@H:15]2OS(C2C=CC([N+]([O-])=O)=CC=2)(=O)=O)[CH:6]=[CH:7][C:8]=1[O:9][CH3:10].[NH:33]1[CH2:37][CH2:36][C@@H:35]([OH:38])[CH2:34]1, predict the reaction product. (5) The product is: [CH2:1]([O:3][C:4]([N:24]1[CH2:23][CH2:22][CH:21]([CH2:20][CH2:19][CH2:18][CH2:17][C:14]2[CH:13]=[CH:12][C:11]([S:8]([CH3:7])(=[O:10])=[O:9])=[CH:16][CH:15]=2)[CH2:26][CH2:25]1)=[O:5])[CH3:2]. Given the reactants [CH2:1]([O:3][C:4](Cl)=[O:5])[CH3:2].[CH3:7][S:8]([C:11]1[CH:16]=[CH:15][C:14]([CH2:17][CH2:18][CH2:19][CH2:20][CH:21]2[CH2:26][CH2:25][NH:24][CH2:23][CH2:22]2)=[CH:13][CH:12]=1)(=[O:10])=[O:9].CCN(CC)CC, predict the reaction product. (6) Given the reactants [Br:1][C:2]1[CH:3]=[C:4]([OH:9])[C:5]([OH:8])=[CH:6][CH:7]=1.C(=O)([O-])[O-].[Cs+].[Cs+].Br[CH:17](Br)[CH3:18], predict the reaction product. The product is: [Br:1][C:2]1[CH:7]=[CH:6][C:5]2[O:8][CH:17]([CH3:18])[O:9][C:4]=2[CH:3]=1. (7) Given the reactants [N:1]1[CH:6]=[CH:5][CH:4]=[C:3]([CH2:7][CH2:8][C:9]([OH:11])=O)[CH:2]=1.C([N:14]1[CH:18]=[CH:17][N:16]=[CH:15]1)([N:14]1[CH:18]=[CH:17][N:16]=[CH:15]1)=O, predict the reaction product. The product is: [N:14]1([C:9](=[O:11])[CH2:8][CH2:7][C:3]2[CH:2]=[N:1][CH:6]=[CH:5][CH:4]=2)[CH:18]=[CH:17][N:16]=[CH:15]1. (8) Given the reactants [Cl:1][C:2]1[CH:3]=[C:4]([C:8]2[CH:13]=[CH:12][C:11]([CH2:14][C@@H:15]([NH:24][C:25](=[O:31])[CH2:26][CH2:27][C:28]([OH:30])=[O:29])[CH2:16][C:17]([NH:19][S:20]([CH3:23])(=[O:22])=[O:21])=[O:18])=[CH:10][CH:9]=2)[CH:5]=[CH:6][CH:7]=1.S(Cl)(Cl)=O, predict the reaction product. The product is: [CH2:3]([O:29][C:28](=[O:30])[CH2:27][CH2:26][C:25]([NH:24][C@H:15]([CH2:14][C:11]1[CH:10]=[CH:9][C:8]([C:4]2[CH:5]=[CH:6][CH:7]=[C:2]([Cl:1])[CH:3]=2)=[CH:13][CH:12]=1)[CH2:16][C:17]([NH:19][S:20]([CH3:23])(=[O:22])=[O:21])=[O:18])=[O:31])[CH2:2][CH2:7][CH3:6]. (9) Given the reactants [N+:1]([C:4]1[CH:5]=[C:6](Br)[CH:7]=[C:8]([NH:10][C:11]([O:13][C:14]([CH3:17])([CH3:16])[CH3:15])=[O:12])[CH:9]=1)([O-:3])=[O:2].[B:19]1([B:19]2[O:23][C:22]([CH3:25])([CH3:24])[C:21]([CH3:27])([CH3:26])[O:20]2)[O:23][C:22]([CH3:25])([CH3:24])[C:21]([CH3:27])([CH3:26])[O:20]1.CC([O-])=O.[K+], predict the reaction product. The product is: [C:14]([O:13][C:11]([NH:10][C:8]1[CH:7]=[C:6]([B:19]2[O:23][C:22]([CH3:25])([CH3:24])[C:21]([CH3:27])([CH3:26])[O:20]2)[CH:5]=[C:4]([N+:1]([O-:3])=[O:2])[CH:9]=1)=[O:12])([CH3:17])([CH3:16])[CH3:15]. (10) Given the reactants [F:1][C:2]1[CH:18]=[CH:17][C:5]([CH2:6][C:7]2[S:11][C:10]([CH:12]3OCC[O:13]3)=[CH:9][CH:8]=2)=[CH:4][CH:3]=1.C(O)(=O)CC(CC(O)=O)(C(O)=O)O.C(OCC)(=O)C.O, predict the reaction product. The product is: [F:1][C:2]1[CH:18]=[CH:17][C:5]([CH2:6][C:7]2[S:11][C:10]([CH:12]=[O:13])=[CH:9][CH:8]=2)=[CH:4][CH:3]=1.